From a dataset of Forward reaction prediction with 1.9M reactions from USPTO patents (1976-2016). Predict the product of the given reaction. (1) Given the reactants Br[C:2]1[CH:7]=[CH:6][C:5]([S:8]([NH:11][C:12]2[CH:17]=[CH:16][C:15]([Cl:18])=[CH:14][C:13]=2[C:19]([C:21]2[CH:22]=[N:23][C:24]([CH3:27])=[CH:25][CH:26]=2)=[O:20])(=[O:10])=[O:9])=[CH:4][CH:3]=1.O.[O-]P([O-])([O-])=O.[K+].[K+].[K+].C1(P(C2C=CC=CC=2)C2C=CC3C(=CC=CC=3)C=2C2C3C(=CC=CC=3)C=CC=2P(C2C=CC=CC=2)C2C=CC=CC=2)C=CC=CC=1.[CH3:83][C@H:84]1[O:89][C@@H:88]([CH3:90])[CH2:87][NH:86][CH2:85]1, predict the reaction product. The product is: [Cl:18][C:15]1[CH:16]=[CH:17][C:12]([NH:11][S:8]([C:5]2[CH:6]=[CH:7][C:2]([N:86]3[CH2:85][C@H:84]([CH3:83])[O:89][C@H:88]([CH3:90])[CH2:87]3)=[CH:3][CH:4]=2)(=[O:10])=[O:9])=[C:13]([C:19]([C:21]2[CH:22]=[N:23][C:24]([CH3:27])=[CH:25][CH:26]=2)=[O:20])[CH:14]=1. (2) Given the reactants C(OC(=O)[NH:10][CH2:11][CH:12]([C:14](=[O:23])[NH:15][CH2:16][C:17]1[CH:22]=[CH:21][CH:20]=[CH:19][CH:18]=1)[OH:13])C1C=CC=CC=1, predict the reaction product. The product is: [NH2:10][CH2:11][CH:12]([OH:13])[C:14]([NH:15][CH2:16][C:17]1[CH:22]=[CH:21][CH:20]=[CH:19][CH:18]=1)=[O:23].